Dataset: Forward reaction prediction with 1.9M reactions from USPTO patents (1976-2016). Task: Predict the product of the given reaction. Given the reactants F[B-](F)(F)F.[C:6]1(=[O:20])[N:10](OC(N(C)C)=[N+](C)C)[C:9](=[O:19])[CH2:8][CH2:7]1.[C:21]([C:24]1[CH:25]=[CH:26][C:27]([O:33][CH2:34][C:35]#[CH:36])=[C:28]([CH:32]=1)[C:29]([OH:31])=[O:30])(=[O:23])[CH3:22].C(N(CC)CC)C, predict the reaction product. The product is: [O:19]=[C:9]1[CH2:8][CH2:7][C:6](=[O:20])[N:10]1[O:30][C:29](=[O:31])[C:28]1[CH:32]=[C:24]([C:21](=[O:23])[CH3:22])[CH:25]=[CH:26][C:27]=1[O:33][CH2:34][C:35]#[CH:36].